Dataset: Forward reaction prediction with 1.9M reactions from USPTO patents (1976-2016). Task: Predict the product of the given reaction. Given the reactants [CH2:1]([O:8][C:9]1[CH:14]=[CH:13][C:12]([CH2:15][C:16]2[CH:21]=[CH:20][C:19]([CH2:22][CH3:23])=[CH:18][CH:17]=2)=[CH:11][C:10]=1Br)[C:2]1[CH:7]=[CH:6][CH:5]=[CH:4][CH:3]=1.C([Li])CCC.CCCCCC.[P:36](Cl)([O:41][CH2:42][CH3:43])([O:38][CH2:39][CH3:40])=[O:37], predict the reaction product. The product is: [CH2:39]([O:38][P:36]([C:10]1[CH:11]=[C:12]([CH2:15][C:16]2[CH:21]=[CH:20][C:19]([CH2:22][CH3:23])=[CH:18][CH:17]=2)[CH:13]=[CH:14][C:9]=1[O:8][CH2:1][C:2]1[CH:7]=[CH:6][CH:5]=[CH:4][CH:3]=1)(=[O:37])[O:41][CH2:42][CH3:43])[CH3:40].